From a dataset of Full USPTO retrosynthesis dataset with 1.9M reactions from patents (1976-2016). Predict the reactants needed to synthesize the given product. (1) Given the product [F:45][C:46]([F:56])([F:55])[S:47]([O-:50])(=[O:49])=[O:48].[CH2:1]([C@H:8]1[C@H:16]([CH3:17])[O:15][C:14](=[O:18])[C@@H:13]([NH3+:19])[CH2:12][O:11][CH2:10][C@@H:9]1[O:27][CH2:28][O:29][CH2:30][C:31]1[CH:32]=[CH:33][CH:34]=[CH:35][CH:36]=1)[C:2]1[CH:3]=[CH:4][CH:5]=[CH:6][CH:7]=1, predict the reactants needed to synthesize it. The reactants are: [CH2:1]([C@H:8]1[C@H:16]([CH3:17])[O:15][C:14](=[O:18])[C@@H:13]([NH:19]C(=O)OC(C)(C)C)[CH2:12][O:11][CH2:10][C@@H:9]1[O:27][CH2:28][O:29][CH2:30][C:31]1[CH:36]=[CH:35][CH:34]=[CH:33][CH:32]=1)[C:2]1[CH:7]=[CH:6][CH:5]=[CH:4][CH:3]=1.CC1C=CC=C(C)N=1.[F:45][C:46]([F:56])([F:55])[S:47]([O:50][Si](C)(C)C)(=[O:49])=[O:48].CO. (2) Given the product [Cl:1][C:2]1[C:7]([Cl:8])=[C:6]([C:9]2[S:13][C:12]([CH:14]=[O:15])=[N:11][C:10]=2[C:16]([N:18]2[CH2:23][CH2:22][CH2:21][CH2:20][C@@H:19]2[CH3:24])=[O:17])[CH:5]=[CH:4][C:3]=1[S:25]([NH:28][C@@H:29]([CH3:34])[C:30]([F:31])([F:32])[F:33])(=[O:26])=[O:27], predict the reactants needed to synthesize it. The reactants are: [Cl:1][C:2]1[C:7]([Cl:8])=[C:6]([C:9]2[S:13][C:12]([CH2:14][OH:15])=[N:11][C:10]=2[C:16]([N:18]2[CH2:23][CH2:22][CH2:21][CH2:20][C@@H:19]2[CH3:24])=[O:17])[CH:5]=[CH:4][C:3]=1[S:25]([NH:28][C@@H:29]([CH3:34])[C:30]([F:33])([F:32])[F:31])(=[O:27])=[O:26].